From a dataset of Full USPTO retrosynthesis dataset with 1.9M reactions from patents (1976-2016). Predict the reactants needed to synthesize the given product. (1) Given the product [Cl:1][C:2]1[CH:3]=[CH:4][C:5]([N:8]([CH2:16][CH2:17][NH:18][C@:19]23[CH2:63][CH2:62][C@@H:61]([C:64]([CH3:66])=[CH2:65])[C@@H:20]2[C@@H:21]2[C@@:34]([CH3:37])([CH2:35][CH2:36]3)[C@@:33]3([CH3:38])[C@@H:24]([C@:25]4([CH3:60])[C@@H:30]([CH2:31][CH2:32]3)[C:29]([CH3:39])([CH3:40])[C:28]([C:41]3[CH2:59][C:43]5([CH2:46][C:45]([C:53]([OH:55])=[O:54])([C:47]([OH:49])=[O:48])[CH2:44]5)[CH:42]=3)=[CH:27][CH2:26]4)[CH2:23][CH2:22]2)[S:9]([C:12]([F:15])([F:14])[F:13])(=[O:11])=[O:10])=[N:6][CH:7]=1, predict the reactants needed to synthesize it. The reactants are: [Cl:1][C:2]1[CH:3]=[CH:4][C:5]([N:8]([CH2:16][CH2:17][NH:18][C@:19]23[CH2:63][CH2:62][C@@H:61]([C:64]([CH3:66])=[CH2:65])[C@@H:20]2[C@@H:21]2[C@@:34]([CH3:37])([CH2:35][CH2:36]3)[C@@:33]3([CH3:38])[C@@H:24]([C@:25]4([CH3:60])[C@@H:30]([CH2:31][CH2:32]3)[C:29]([CH3:40])([CH3:39])[C:28]([C:41]3[CH2:59][C:43]5([CH2:46][C:45]([C:53]([O:55]C(C)C)=[O:54])([C:47]([O:49]C(C)C)=[O:48])[CH2:44]5)[CH:42]=3)=[CH:27][CH2:26]4)[CH2:23][CH2:22]2)[S:9]([C:12]([F:15])([F:14])[F:13])(=[O:11])=[O:10])=[N:6][CH:7]=1.[OH-].[Na+].Cl. (2) Given the product [CH:12]1[C:5]2[C:6]3[CH:11]=[CH:10][CH:9]=[CH:8][C:7]=3[S:3][C:4]=2[CH:15]=[C:14]([S:16]([Cl:24])(=[O:19])=[O:17])[CH:13]=1, predict the reactants needed to synthesize it. The reactants are: FC(F)(F)[S+:3]1[C:7]2[CH:8]=[CH:9][CH:10]=[CH:11][C:6]=2[C:5]2[CH:12]=[CH:13][C:14]([S:16]([O-:19])(=O)=[O:17])=[CH:15][C:4]1=2.S(Cl)([Cl:24])=O. (3) Given the product [CH2:1]([N:8]1[CH2:12][C@@H:11]2[C@@H:13]([NH:16][C:29]([C:23]3([C:17]4[CH:22]=[CH:21][CH:20]=[CH:19][CH:18]=4)[CH2:28][CH2:27][CH2:26][CH2:25][CH2:24]3)=[O:30])[CH2:14][CH2:15][C@@H:10]2[CH2:9]1)[C:2]1[CH:3]=[CH:4][CH:5]=[CH:6][CH:7]=1, predict the reactants needed to synthesize it. The reactants are: [CH2:1]([N:8]1[CH2:12][C@H:11]2[C@H:13]([NH2:16])[CH2:14][CH2:15][C@H:10]2[CH2:9]1)[C:2]1[CH:7]=[CH:6][CH:5]=[CH:4][CH:3]=1.[C:17]1([C:23]2([C:29](O)=[O:30])[CH2:28][CH2:27][CH2:26][CH2:25][CH2:24]2)[CH:22]=[CH:21][CH:20]=[CH:19][CH:18]=1.C1([C@H](CC)C(O)=O)C=CC=CC=1. (4) Given the product [F:29][C:30]([F:43])([F:44])[C:31]1[CH:32]=[C:33]([CH:36]=[C:37]([C:39]([F:42])([F:40])[F:41])[CH:38]=1)[CH2:34][N:4]([CH:1]1[CH2:3][CH2:2]1)[C:5]([C@H:7]1[CH2:12][CH2:11][N:10]([C:13]([O:15][C:16]([CH3:19])([CH3:17])[CH3:18])=[O:14])[CH2:9][C@H:8]1[C:20]1[CH:25]=[CH:24][C:23]([F:26])=[CH:22][CH:21]=1)=[O:6], predict the reactants needed to synthesize it. The reactants are: [CH:1]1([NH:4][C:5]([C@H:7]2[CH2:12][CH2:11][N:10]([C:13]([O:15][C:16]([CH3:19])([CH3:18])[CH3:17])=[O:14])[CH2:9][C@H:8]2[C:20]2[CH:25]=[CH:24][C:23]([F:26])=[CH:22][CH:21]=2)=[O:6])[CH2:3][CH2:2]1.[H-].[Na+].[F:29][C:30]([F:44])([F:43])[C:31]1[CH:32]=[C:33]([CH:36]=[C:37]([C:39]([F:42])([F:41])[F:40])[CH:38]=1)[CH2:34]Br.O. (5) Given the product [CH3:44][O:43][N:42]([CH3:41])[C:15]([C:5]1[C:4](=[O:18])[C:3]([O:2][CH3:1])=[CH:8][N:7]([C:9]2[CH:10]=[CH:11][N:12]=[CH:13][CH:14]=2)[N:6]=1)=[O:17], predict the reactants needed to synthesize it. The reactants are: [CH3:1][O:2][C:3]1[C:4](=[O:18])[C:5]([C:15]([OH:17])=O)=[N:6][N:7]([C:9]2[CH:14]=[CH:13][N:12]=[CH:11][CH:10]=2)[CH:8]=1.C1C=CC2N(O)N=NC=2C=1.CCN=C=NCCCN(C)C.Cl.[CH3:41][NH:42][O:43][CH3:44]. (6) Given the product [Cl:1][C:2]1[CH:7]=[CH:6][CH:5]=[CH:4][C:3]=1[N:8]1[N:12]=[C:11]([NH:13][C:18](=[O:19])[C:17]2[CH:21]=[CH:22][CH:23]=[CH:24][C:16]=2[C:15]([F:14])([F:25])[F:26])[CH:10]=[N:9]1, predict the reactants needed to synthesize it. The reactants are: [Cl:1][C:2]1[CH:7]=[CH:6][CH:5]=[CH:4][C:3]=1[N:8]1[N:12]=[C:11]([NH2:13])[CH:10]=[N:9]1.[F:14][C:15]([F:26])([F:25])[C:16]1[CH:24]=[CH:23][CH:22]=[CH:21][C:17]=1[C:18](Cl)=[O:19].C(N(CC)CC)C. (7) Given the product [Cl:19][C:20]1[CH:25]=[CH:24][C:23]([C:5](=[O:17])[CH2:6][CH2:7][CH2:8][CH2:9][CH2:10][CH2:11][CH2:12][CH2:13][CH2:14][CH2:15][CH3:16])=[CH:22][C:21]=1[Cl:26], predict the reactants needed to synthesize it. The reactants are: [Al+3].[Cl-].[Cl-].[Cl-].[C:5](Cl)(=[O:17])[CH2:6][CH2:7][CH2:8][CH2:9][CH2:10][CH2:11][CH2:12][CH2:13][CH2:14][CH2:15][CH3:16].[Cl:19][C:20]1[CH:25]=[CH:24][CH:23]=[CH:22][C:21]=1[Cl:26]. (8) Given the product [F:53][C:54]([F:59])([F:58])[C:55]([O-:57])=[O:56].[CH3:1][CH2:2][C@H:3]1[O:18][C:16](=[O:17])[C@H:15]([CH3:19])[C@@H:14]([O:20][C@@H:21]2[O:26][C@@H:25]([CH3:27])[C@H:24]([OH:28])[C@@:23]([O:30][CH3:31])([CH3:29])[CH2:22]2)[C@H:13]([CH3:32])[C@@H:12]([O:33][C@@H:34]2[O:39][C@H:38]([CH3:40])[CH2:37][C@H:36]([N:41]([CH3:42])[CH3:43])[C@H:35]2[OH:44])[C@@:11]([O:46][CH3:47])([CH3:45])[CH2:10][C@@H:9]([CH3:48])[C:7](=[O:8])[C@H:6]([CH3:49])[C@@H:5]([OH:50])[C@@:4]1([OH:52])[CH3:51], predict the reactants needed to synthesize it. The reactants are: [CH3:1][CH2:2][C@H:3]1[O:18][C:16](=[O:17])[C@H:15]([CH3:19])[C@@H:14]([O:20][C@@H:21]2[O:26][C@@H:25]([CH3:27])[C@H:24]([OH:28])[C@@:23]([O:30][CH3:31])([CH3:29])[CH2:22]2)[C@H:13]([CH3:32])[C@@H:12]([O:33][C@@H:34]2[O:39][C@H:38]([CH3:40])[CH2:37][C@H:36]([N:41]([CH3:43])[CH3:42])[C@H:35]2[OH:44])[C@@:11]([O:46][CH3:47])([CH3:45])[CH2:10][C@@H:9]([CH3:48])[C:7](=[O:8])[C@H:6]([CH3:49])[C@@H:5]([OH:50])[C@@:4]1([OH:52])[CH3:51].[F:53][C:54]([F:59])([F:58])[C:55]([OH:57])=[O:56]. (9) Given the product [C:56]([S:52][CH:53]([C:14]1[CH:15]=[CH:16][CH:17]=[CH:18][CH:19]=1)[CH2:57][CH2:58][N:40]([CH3:41])[C:39](=[O:51])[O:38][C:35]([CH3:37])([CH3:36])[CH3:34])(=[O:23])[CH3:55], predict the reactants needed to synthesize it. The reactants are: [C:14]1(P([C:14]2[CH:19]=[CH:18][CH:17]=[CH:16][CH:15]=2)[C:14]2[CH:19]=[CH:18][CH:17]=[CH:16][CH:15]=2)[CH:19]=[CH:18][CH:17]=[CH:16][CH:15]=1.N(C(OC(C)C)=O)=NC(OC(C)C)=[O:23].[CH3:34][C:35]([O:38][C:39](=[O:51])[NH:40][CH2:41]CC(O)C1C=CC=CC=1)([CH3:37])[CH3:36].[S:52]1[CH:56]=[CH:55]C=[C:53]1[CH2:57][C:58](O)=O.